From a dataset of Full USPTO retrosynthesis dataset with 1.9M reactions from patents (1976-2016). Predict the reactants needed to synthesize the given product. (1) Given the product [Br:1][C:2]1[C:10]2[C:5](=[C:6]([C@H:12]([O:14][CH2:15][C:16]3([C:22]4[CH:23]=[CH:24][C:25]([F:28])=[CH:26][CH:27]=4)[CH2:21][CH2:20][N:19]([CH3:31])[CH2:18][CH2:17]3)[CH3:13])[CH:7]=[C:8]([Br:11])[CH:9]=2)[NH:4][N:3]=1, predict the reactants needed to synthesize it. The reactants are: [Br:1][C:2]1[C:10]2[C:5](=[C:6]([C@H:12]([O:14][CH2:15][C:16]3([C:22]4[CH:27]=[CH:26][C:25]([F:28])=[CH:24][CH:23]=4)[CH2:21][CH2:20][NH:19][CH2:18][CH2:17]3)[CH3:13])[CH:7]=[C:8]([Br:11])[CH:9]=2)[NH:4][N:3]=1.C=O.[C:31]([BH3-])#N.[Na+].O. (2) Given the product [Br:1][C:2]1[CH:3]=[C:4]([C:8]([CH:13]2[CH2:17][CH2:16][CH2:15][CH2:14]2)([CH3:19])[C:9]([O:11][CH3:12])=[O:10])[CH:5]=[CH:6][CH:7]=1, predict the reactants needed to synthesize it. The reactants are: [Br:1][C:2]1[CH:3]=[C:4]([CH:8]([CH:13]2[CH2:17][CH2:16][CH2:15][CH2:14]2)[C:9]([O:11][CH3:12])=[O:10])[CH:5]=[CH:6][CH:7]=1.I[CH3:19]. (3) Given the product [CH2:1]([O:3][C:4]([N:6]1[CH2:11][CH2:10][CH:9]([C:12]2[C:20]3[C:15](=[CH:16][CH:17]=[C:18]([O:21][CH3:22])[CH:19]=3)[N:14]([CH2:28][CH2:29][C:30]3[CH:34]=[CH:33][S:32][CH:31]=3)[CH:13]=2)[CH2:8][CH2:7]1)=[O:5])[CH3:2], predict the reactants needed to synthesize it. The reactants are: [CH2:1]([O:3][C:4]([N:6]1[CH2:11][CH2:10][CH:9]([C:12]2[C:20]3[C:15](=[CH:16][CH:17]=[C:18]([O:21][CH3:22])[CH:19]=3)[NH:14][CH:13]=2)[CH2:8][CH2:7]1)=[O:5])[CH3:2].CS(O[CH2:28][CH2:29][C:30]1[CH:34]=[CH:33][S:32][CH:31]=1)(=O)=O. (4) Given the product [Cl:41][C:38]1[CH:37]=[CH:36][C:35]([CH:8]([C:5]2[CH:6]=[CH:7][C:2]([Cl:1])=[CH:3][CH:4]=2)[C:9]2[CH:10]=[C:11]3[C:16](=[CH:17][CH:18]=2)[N:15]=[C:14]([O:19][CH2:20][CH2:21][O:22][CH2:44][CH2:43][C:42]#[N:45])[N:13]=[C:12]3[NH:23][CH2:24][C:25]2[CH:30]=[CH:29][CH:28]=[C:27]([C:31]([F:34])([F:33])[F:32])[CH:26]=2)=[CH:40][CH:39]=1, predict the reactants needed to synthesize it. The reactants are: [Cl:1][C:2]1[CH:7]=[CH:6][C:5]([CH:8]([C:35]2[CH:40]=[CH:39][C:38]([Cl:41])=[CH:37][CH:36]=2)[C:9]2[CH:10]=[C:11]3[C:16](=[CH:17][CH:18]=2)[N:15]=[C:14]([O:19][CH2:20][CH2:21][OH:22])[N:13]=[C:12]3[NH:23][CH2:24][C:25]2[CH:30]=[CH:29][CH:28]=[C:27]([C:31]([F:34])([F:33])[F:32])[CH:26]=2)=[CH:4][CH:3]=1.[C:42](#[N:45])[CH:43]=[CH2:44].[OH-].[K+].O.